This data is from Forward reaction prediction with 1.9M reactions from USPTO patents (1976-2016). The task is: Predict the product of the given reaction. (1) Given the reactants [I:1][C:2]1[CH:3]=[C:4]([C:7]([OH:9])=O)[NH:5][CH:6]=1.S(Cl)([Cl:12])=O, predict the reaction product. The product is: [I:1][C:2]1[CH:3]=[C:4]([C:7]([Cl:12])=[O:9])[NH:5][CH:6]=1. (2) Given the reactants [NH2:1][C:2]1[CH:31]=[CH:30][C:5]([CH2:6][C@H:7]2[C@H:15]3[C@@H:11]([N:12]([CH2:17][C:18]4[CH:23]=[CH:22][CH:21]=[C:20]([C:24]([CH3:27])([CH3:26])[CH3:25])[CH:19]=4)[C:13](=[O:16])[O:14]3)[CH2:10][S:9](=[O:29])(=[O:28])[CH2:8]2)=[CH:4][C:3]=1[F:32].[CH3:33][N:34]1[CH2:39]C[O:37][CH2:36][CH2:35]1.CN(C)CC(O)=O, predict the reaction product. The product is: [C:24]([C:20]1[CH:19]=[C:18]([CH:23]=[CH:22][CH:21]=1)[CH2:17][N:12]1[C@@H:11]2[C@H:15]([C@H:7]([CH2:6][C:5]3[CH:30]=[CH:31][C:2]([NH:1][C:36](=[O:37])[CH2:35][N:34]([CH3:39])[CH3:33])=[C:3]([F:32])[CH:4]=3)[CH2:8][S:9](=[O:28])(=[O:29])[CH2:10]2)[O:14][C:13]1=[O:16])([CH3:26])([CH3:27])[CH3:25]. (3) Given the reactants [CH2:1]([O:3][C:4]1[CH:9]=[C:8]([CH:10]=[O:11])[CH:7]=[CH:6][C:5]=1[C:12]1[CH:17]=[CH:16][C:15]([F:18])=[CH:14][C:13]=1[OH:19])[CH3:2].Br[CH2:21][CH2:22][O:23][CH3:24], predict the reaction product. The product is: [CH2:1]([O:3][C:4]1[CH:9]=[C:8]([CH:10]=[O:11])[CH:7]=[CH:6][C:5]=1[C:12]1[CH:17]=[CH:16][C:15]([F:18])=[CH:14][C:13]=1[O:19][CH2:21][CH2:22][O:23][CH3:24])[CH3:2]. (4) Given the reactants C(O)(C(F)(F)F)=O.C(O[C:13]([N:15](C)[C:16]1[N:21]=[C:20]([CH2:22][CH2:23][CH2:24][O:25][C:26]2[CH:48]=[CH:47][C:29]([CH2:30][C@@H:31]([C:43]([O:45][CH3:46])=[O:44])[NH:32][C:33](=[O:42])[C:34]3[C:39]([Cl:40])=[CH:38][CH:37]=[CH:36][C:35]=3[Cl:41])=[CH:28][CH:27]=2)[CH:19]=[CH:18][CH:17]=1)=O)(C)(C)C, predict the reaction product. The product is: [Cl:41][C:35]1[CH:36]=[CH:37][CH:38]=[C:39]([Cl:40])[C:34]=1[C:33]([NH:32][C@H:31]([C:43]([O:45][CH3:46])=[O:44])[CH2:30][C:29]1[CH:47]=[CH:48][C:26]([O:25][CH2:24][CH2:23][CH2:22][C:20]2[CH:19]=[CH:18][CH:17]=[C:16]([NH:15][CH3:13])[N:21]=2)=[CH:27][CH:28]=1)=[O:42].